Dataset: Peptide-MHC class I binding affinity with 185,985 pairs from IEDB/IMGT. Task: Regression. Given a peptide amino acid sequence and an MHC pseudo amino acid sequence, predict their binding affinity value. This is MHC class I binding data. (1) The peptide sequence is NTALAKCNLD. The MHC is Mamu-A01 with pseudo-sequence Mamu-A01. The binding affinity (normalized) is 0.169. (2) The binding affinity (normalized) is 0.367. The MHC is HLA-A02:03 with pseudo-sequence HLA-A02:03. The peptide sequence is NVSRVVECL. (3) The MHC is HLA-A03:01 with pseudo-sequence HLA-A03:01. The binding affinity (normalized) is 0.562. The peptide sequence is ISYDPKFEK. (4) The peptide sequence is IPVTMTLWY. The MHC is HLA-B35:01 with pseudo-sequence HLA-B35:01. The binding affinity (normalized) is 0.768. (5) The peptide sequence is VPVTTRDSF. The MHC is HLA-B35:01 with pseudo-sequence HLA-B35:01. The binding affinity (normalized) is 0.428. (6) The peptide sequence is SAEPVPLQL. The MHC is HLA-A33:01 with pseudo-sequence HLA-A33:01. The binding affinity (normalized) is 0. (7) The peptide sequence is YSLMSRYQF. The MHC is HLA-C04:01 with pseudo-sequence HLA-C04:01. The binding affinity (normalized) is 0.213.